This data is from Full USPTO retrosynthesis dataset with 1.9M reactions from patents (1976-2016). The task is: Predict the reactants needed to synthesize the given product. (1) Given the product [CH3:27][C:2]1([CH3:1])[O:3][C:4](=[O:26])[C@H:5]([C@@H:7]([C:8]([N:67]2[CH2:68][CH2:69][N:64]([C:62]3[S:61][N:60]=[C:59]([C:53]4[CH:58]=[CH:57][CH:56]=[CH:55][CH:54]=4)[N:63]=3)[CH2:65][CH2:66]2)=[O:10])[CH2:22][CH:23]([CH3:24])[CH3:25])[O:6]1, predict the reactants needed to synthesize it. The reactants are: [CH3:1][C:2]1([CH3:27])[O:6][C@@H:5]([C@H:7]([CH2:22][CH:23]([CH3:25])[CH3:24])[C:8]([O:10]C2C(F)=C(F)C(F)=C(F)C=2F)=O)[C:4](=[O:26])[O:3]1.ONC(=O)[C@@H](O)[C@@H](C(N1CCN(C2C=CC=CN=2)CC1)=O)CC(C)C.[C:53]1([C:59]2[N:63]=[C:62]([N:64]3[CH2:69][CH2:68][NH:67][CH2:66][CH2:65]3)[S:61][N:60]=2)[CH:58]=[CH:57][CH:56]=[CH:55][CH:54]=1.Cl. (2) The reactants are: [F:1][C:2]1[C:10]([O:11][CH3:12])=[CH:9][CH:8]=[C:7](I)[C:3]=1[C:4]([OH:6])=[O:5].[N:14]1[NH:15][N:16]=[CH:17][CH:18]=1. Given the product [F:1][C:2]1[C:10]([O:11][CH3:12])=[CH:9][CH:8]=[C:7]([N:15]2[N:16]=[CH:17][CH:18]=[N:14]2)[C:3]=1[C:4]([OH:6])=[O:5], predict the reactants needed to synthesize it. (3) Given the product [Cl:65][C:62]1[S:61][C:60]([C:58]2[N:59]=[C:54]([N:69]3[C:77]4[C:72](=[CH:73][C:74]([C:78]([OH:80])=[O:79])=[CH:75][CH:76]=4)[CH:71]=[N:70]3)[C:55]3[CH2:68][CH2:67][CH2:66][C:56]=3[N:57]=2)=[CH:64][CH:63]=1, predict the reactants needed to synthesize it. The reactants are: C(=O)([O-])[O-].[Cs+].[Cs+].C1C=CC(P(C2C(C3C(P(C4C=CC=CC=4)C4C=CC=CC=4)=CC=C4C=3C=CC=C4)=C3C(C=CC=C3)=CC=2)C2C=CC=CC=2)=CC=1.Cl[C:54]1[C:55]2[CH2:68][CH2:67][CH2:66][C:56]=2[N:57]=[C:58]([C:60]2[S:61][C:62]([Cl:65])=[CH:63][CH:64]=2)[N:59]=1.[NH:69]1[C:77]2[C:72](=[CH:73][C:74]([C:78]([OH:80])=[O:79])=[CH:75][CH:76]=2)[CH:71]=[N:70]1.[Cl-].[Na+].